From a dataset of Forward reaction prediction with 1.9M reactions from USPTO patents (1976-2016). Predict the product of the given reaction. (1) Given the reactants [ClH:1].[CH3:2][C@H:3]1[NH:8][C@@H:7]([CH3:9])[CH2:6][N:5]([C:10]2[CH:17]=[CH:16][C:13]([C:14]#[N:15])=[CH:12][CH:11]=2)[CH2:4]1.[BH3-][C:19]#N.[Na+].C=O.C([O-])(O)=O.[Na+], predict the reaction product. The product is: [ClH:1].[CH3:9][C@H:7]1[N:8]([CH3:19])[C@@H:3]([CH3:2])[CH2:4][N:5]([C:10]2[CH:17]=[CH:16][C:13]([C:14]#[N:15])=[CH:12][CH:11]=2)[CH2:6]1. (2) Given the reactants [CH3:1][N:2]([CH3:17])[CH2:3][CH2:4][N:5]1[C:13]2[C:8](=[CH:9][C:10]([N+:14]([O-])=O)=[CH:11][CH:12]=2)[CH:7]=[CH:6]1.O.NN, predict the reaction product. The product is: [CH3:1][N:2]([CH3:17])[CH2:3][CH2:4][N:5]1[C:13]2[C:8](=[CH:9][C:10]([NH2:14])=[CH:11][CH:12]=2)[CH:7]=[CH:6]1. (3) Given the reactants FC(F)(F)S(O[C:7]1[C:16]2[C:11](=[C:12]([C:17]([F:20])([F:19])[F:18])[CH:13]=[CH:14][CH:15]=2)[N:10]=[CH:9][C:8]=1[C:21](=[O:28])[C:22]1[CH:27]=[CH:26][CH:25]=[CH:24][CH:23]=1)(=O)=O.[CH3:31][O:32][C:33]1[CH:38]=[CH:37][C:36](B(O)O)=[CH:35][CH:34]=1.[O-]P([O-])([O-])=O.[K+].[K+].[K+], predict the reaction product. The product is: [CH3:31][O:32][C:33]1[CH:38]=[CH:37][C:36]([C:7]2[C:16]3[C:11](=[C:12]([C:17]([F:18])([F:19])[F:20])[CH:13]=[CH:14][CH:15]=3)[N:10]=[CH:9][C:8]=2[C:21]([C:22]2[CH:27]=[CH:26][CH:25]=[CH:24][CH:23]=2)=[O:28])=[CH:35][CH:34]=1. (4) Given the reactants [Br:1][C:2]1[CH:10]=[N:9][CH:8]=[CH:7][C:3]=1[C:4](O)=[O:5].ClC(OC)=O.[BH4-].[Na+], predict the reaction product. The product is: [Br:1][C:2]1[CH:10]=[N:9][CH:8]=[CH:7][C:3]=1[CH2:4][OH:5]. (5) Given the reactants [NH2:1][C:2]1[CH:3]=[C:4]([CH:10]=[CH:11][C:12]=1[N:13]1[CH:17]=[CH:16][CH:15]=[CH:14]1)[C:5]([O:7][CH2:8][CH3:9])=[O:6].Cl[C:19](Cl)([O:21]C(=O)OC(Cl)(Cl)Cl)Cl.O, predict the reaction product. The product is: [O:21]=[C:19]1[NH:1][C:2]2[C:12](=[CH:11][CH:10]=[C:4]([C:5]([O:7][CH2:8][CH3:9])=[O:6])[CH:3]=2)[N:13]2[CH:17]=[CH:16][CH:15]=[C:14]12. (6) Given the reactants Cl[CH2:2][CH2:3][N:4]1[C:8]2=[N:9][CH:10]=[N:11][C:12]([NH2:13])=[C:7]2[CH:6]=[N:5]1.Cl.[C:15]([CH:19]1[CH2:24][CH2:23][NH:22][CH2:21][CH2:20]1)([CH3:18])([CH3:17])[CH3:16].C([O-])([O-])=O.[K+].[K+].[Na+].[I-], predict the reaction product. The product is: [C:15]([CH:19]1[CH2:24][CH2:23][N:22]([CH2:2][CH2:3][N:4]2[C:8]3=[N:9][CH:10]=[N:11][C:12]([NH2:13])=[C:7]3[CH:6]=[N:5]2)[CH2:21][CH2:20]1)([CH3:18])([CH3:17])[CH3:16].